From a dataset of CYP2D6 inhibition data for predicting drug metabolism from PubChem BioAssay. Regression/Classification. Given a drug SMILES string, predict its absorption, distribution, metabolism, or excretion properties. Task type varies by dataset: regression for continuous measurements (e.g., permeability, clearance, half-life) or binary classification for categorical outcomes (e.g., BBB penetration, CYP inhibition). Dataset: cyp2d6_veith. (1) The molecule is CCc1oc2ccccc2c1C(=O)c1cc(Br)c(O)c(Br)c1. The result is 0 (non-inhibitor). (2) The drug is O=C(OCC(=O)c1ccc([N+](=O)[O-])cc1)/C(=C\c1ccc(Cl)cc1)NC(=O)c1ccccc1. The result is 1 (inhibitor). (3) The molecule is COC(=O)c1cc(=O)[nH]c(=O)[nH]1. The result is 0 (non-inhibitor). (4) The compound is CC(C)OC(=O)C[C@H](NC(=O)OC(C)(C)C)c1ccccc1. The result is 0 (non-inhibitor). (5) The drug is CCC(=O)O[C@@](Cc1ccccc1)(c1ccccc1)[C@@H](C)CN(C)C.O=S(=O)(O)c1ccc2ccccc2c1. The result is 1 (inhibitor). (6) The compound is O=c1c(-c2cccs2)nc2cncnc2n1C1CC1. The result is 0 (non-inhibitor).